Dataset: Full USPTO retrosynthesis dataset with 1.9M reactions from patents (1976-2016). Task: Predict the reactants needed to synthesize the given product. (1) The reactants are: [Cl:1][C:2]1[CH:3]=[CH:4][C:5]([O:29][CH:30]([F:32])[F:31])=[C:6]([C:8]2[C:12]([NH:13][C:14]([C:16]3[CH:17]=[N:18][N:19]4[CH:24]=[CH:23][CH:22]=[N:21][C:20]=34)=[O:15])=[CH:11][N:10]([CH2:25][C:26](O)=[O:27])[N:9]=2)[CH:7]=1.Cl.[N:34]1([CH2:40][CH2:41][C:42]([O:44][CH3:45])=[O:43])[CH2:39][CH2:38][NH:37][CH2:36][CH2:35]1.CCN(C(C)C)C(C)C.CN(C(ON1N=NC2C=CC=NC1=2)=[N+](C)C)C.F[P-](F)(F)(F)(F)F. Given the product [Cl:1][C:2]1[CH:3]=[CH:4][C:5]([O:29][CH:30]([F:32])[F:31])=[C:6]([C:8]2[C:12]([NH:13][C:14]([C:16]3[CH:17]=[N:18][N:19]4[CH:24]=[CH:23][CH:22]=[N:21][C:20]=34)=[O:15])=[CH:11][N:10]([CH2:25][C:26]([N:37]3[CH2:38][CH2:39][N:34]([CH2:40][CH2:41][C:42]([O:44][CH3:45])=[O:43])[CH2:35][CH2:36]3)=[O:27])[N:9]=2)[CH:7]=1, predict the reactants needed to synthesize it. (2) Given the product [F:1][C:2]1[CH:7]=[CH:6][C:5]([C:8]2[C:12](=[O:13])[N:25]([C:26]3[CH:31]=[CH:30][CH:29]=[CH:28][CH:27]=3)[C:10](=[O:11])[C:9]=2[C:14]2[CH:24]=[CH:23][C:17]3[O:18][CH2:19][C:20](=[O:22])[NH:21][C:16]=3[CH:15]=2)=[CH:4][CH:3]=1, predict the reactants needed to synthesize it. The reactants are: [F:1][C:2]1[CH:7]=[CH:6][C:5]([C:8]2[C:12](=[O:13])[O:11][CH2:10][C:9]=2[C:14]2[CH:24]=[CH:23][C:17]3[O:18][CH2:19][C:20](=[O:22])[NH:21][C:16]=3[CH:15]=2)=[CH:4][CH:3]=1.[NH2:25][C:26]1[CH:31]=[CH:30][CH:29]=[CH:28][CH:27]=1.O.C1(C)C=CC(S(O)(=O)=O)=CC=1.O. (3) The reactants are: [CH3:1][C:2]([CH3:26])([CH2:19][C:20]1([CH3:25])OCC[O:21]1)[CH2:3][N:4]1[C:16]2[C:15]3[CH:14]=[CH:13][CH:12]=[CH:11][C:10]=3[N:9]=[C:8]([NH2:17])[C:7]=2[N:6]=[C:5]1[CH3:18].Cl. Given the product [NH2:17][C:8]1[C:7]2[N:6]=[C:5]([CH3:18])[N:4]([CH2:3][C:2]([CH3:26])([CH3:1])[CH2:19][C:20](=[O:21])[CH3:25])[C:16]=2[C:15]2[CH:14]=[CH:13][CH:12]=[CH:11][C:10]=2[N:9]=1, predict the reactants needed to synthesize it. (4) Given the product [CH2:21]([C:6]1[C:5]([OH:4])=[CH:14][CH:13]=[C:12]2[C:7]=1[CH:8]=[CH:9][CH:10]=[N:11]2)[CH:16]=[CH2:15], predict the reactants needed to synthesize it. The reactants are: C([O:4][C:5]1[CH:6]=[C:7]2[C:12](=[CH:13][CH:14]=1)[N:11]=[CH:10][CH:9]=[CH:8]2)C=C.[CH3:15][C:16]1C=CC(C)=C[CH:21]=1. (5) Given the product [CH2:1]([N:11]1[CH2:12][CH2:13][N:14]([C:17](=[O:36])[CH2:18][CH2:19][C:20]2[CH:35]=[CH:34][C:23]([O:24][C:25]3[CH:33]=[CH:32][C:28]([C:29]([NH:41][C:40]4[CH:42]=[CH:43][C:44]([Cl:45])=[C:38]([Cl:37])[CH:39]=4)=[O:31])=[CH:27][N:26]=3)=[CH:22][CH:21]=2)[CH2:15][CH2:16]1)[C:2]1[CH:10]=[CH:9][C:8]2[O:7][CH2:6][O:5][C:4]=2[CH:3]=1, predict the reactants needed to synthesize it. The reactants are: [CH2:1]([N:11]1[CH2:16][CH2:15][N:14]([C:17](=[O:36])[CH2:18][CH2:19][C:20]2[CH:35]=[CH:34][C:23]([O:24][C:25]3[CH:33]=[CH:32][C:28]([C:29]([OH:31])=O)=[CH:27][N:26]=3)=[CH:22][CH:21]=2)[CH2:13][CH2:12]1)[C:2]1[CH:10]=[CH:9][C:8]2[O:7][CH2:6][O:5][C:4]=2[CH:3]=1.[Cl:37][C:38]1[CH:39]=[C:40]([CH:42]=[CH:43][C:44]=1[Cl:45])[NH2:41]. (6) Given the product [Br:1][C:2]1[CH:3]=[C:4]2[C:5](=[N:6][CH:7]=1)[NH:8][CH:9]=[CH:10]2, predict the reactants needed to synthesize it. The reactants are: [Br:1][C:2]1[CH:3]=[C:4]2[CH2:10][C:9](=O)[NH:8][C:5]2=[N:6][CH:7]=1.